From a dataset of Reaction yield outcomes from USPTO patents with 853,638 reactions. Predict the reaction yield, written as a fraction of the theoretical maximum amount of product (1.0 means a 100% yield; for example, 0.34 means a 34% yield). (1) The reactants are [C:1]([O:5][C:6](=[O:21])[CH2:7][C:8]1([C:17]([O:19]C)=[O:18])[CH2:16][C:15]2[C:10](=[CH:11][CH:12]=[CH:13][CH:14]=2)[CH2:9]1)([CH3:4])([CH3:3])[CH3:2].[OH-].[Na+].C(Cl)Cl.Cl. The catalyst is CCO.C1COCC1. The product is [C:1]([O:5][C:6](=[O:21])[CH2:7][C:8]1([C:17]([OH:19])=[O:18])[CH2:16][C:15]2[C:10](=[CH:11][CH:12]=[CH:13][CH:14]=2)[CH2:9]1)([CH3:4])([CH3:2])[CH3:3]. The yield is 0.150. (2) The reactants are C([O:8][C:9]1[CH:17]=[C:16]2[C:12]([C@H:13]([CH2:37][Cl:38])[CH2:14][N:15]2[C:18]([C:20]2[NH:21][C:22]3[C:27]([CH:28]=2)=[CH:26][C:25]([O:29][CH2:30][CH2:31][N:32]2[CH2:36][CH2:35][CH2:34][CH2:33]2)=[CH:24][CH:23]=3)=[O:19])=[C:11]2[S:39][C:40]([CH3:42])=[CH:41][C:10]=12)C1C=CC=CC=1. The catalyst is Cl.CCOC(C)=O. The product is [ClH:38].[Cl:38][CH2:37][C@H:13]1[C:12]2[C:16](=[CH:17][C:9]([OH:8])=[C:10]3[CH:41]=[C:40]([CH3:42])[S:39][C:11]3=2)[N:15]([C:18]([C:20]2[NH:21][C:22]3[C:27]([CH:28]=2)=[CH:26][C:25]([O:29][CH2:30][CH2:31][N:32]2[CH2:33][CH2:34][CH2:35][CH2:36]2)=[CH:24][CH:23]=3)=[O:19])[CH2:14]1. The yield is 0.510. (3) The reactants are [S:1]1[C:5]2[CH:6]=[CH:7][CH:8]=[CH:9][C:4]=2[CH:3]=[C:2]1[S:10](Cl)(=[O:12])=[O:11].[NH2:14][C:15]1[CH:16]=[C:17]([C:21]2[NH:25][N:24]=[N:23][N:22]=2)[CH:18]=[CH:19][CH:20]=1. No catalyst specified. The product is [NH:25]1[C:21]([C:17]2[CH:16]=[C:15]([NH:14][S:10]([C:2]3[S:1][C:5]4[CH:6]=[CH:7][CH:8]=[CH:9][C:4]=4[CH:3]=3)(=[O:12])=[O:11])[CH:20]=[CH:19][CH:18]=2)=[N:22][N:23]=[N:24]1. The yield is 0.600. (4) The reactants are Cl.C(OC([N:9]1[CH2:14][CH2:13][CH:12]([C:15]2[N:20]=[CH:19][C:18]([C:21]([O:23][CH3:24])=[O:22])=[CH:17][N:16]=2)[CH2:11][CH2:10]1)=O)(C)(C)C. The catalyst is CO. The product is [NH:9]1[CH2:14][CH2:13][CH:12]([C:15]2[N:16]=[CH:17][C:18]([C:21]([O:23][CH3:24])=[O:22])=[CH:19][N:20]=2)[CH2:11][CH2:10]1. The yield is 0.890.